From a dataset of Forward reaction prediction with 1.9M reactions from USPTO patents (1976-2016). Predict the product of the given reaction. Given the reactants [CH3:1][C@@H:2]1[C:14]2=[CH:15][C:16]([CH:18]=[CH:19][C@:13]2([CH3:20])[C@@H:12]2[C@H:4]([C@H:5]3[C@:9]([CH3:22])([CH2:10][C@@H:11]2O)[C@@:8]([OH:30])([C:23]([CH2:25][O:26][C:27]([CH3:29])=[O:28])=[O:24])[CH2:7][CH2:6]3)[CH2:3]1)=[O:17], predict the reaction product. The product is: [C:27]([O:26][CH2:25][C:23]([C:8]1([OH:30])[C@:9]2([CH3:22])[CH:5]([CH:4]3[C:12](=[CH:11][CH2:10]2)[C@:13]2([CH3:20])[C:14](=[CH:15][C:16](=[O:17])[CH:18]=[CH:19]2)[C@@H:2]([CH3:1])[CH2:3]3)[CH2:6][CH2:7]1)=[O:24])(=[O:28])[CH3:29].